Task: Predict hERG channel inhibition at various concentrations.. Dataset: hERG Central: cardiac toxicity at 1µM, 10µM, and general inhibition (1) The molecule is COc1ccc(CCNC(=O)c2cc3c(=O)n4cccc(C)c4nc3n(CCCN3CCOCC3)c2=N)cc1. Results: hERG_inhib (hERG inhibition (general)): blocker. (2) The molecule is COc1cc2c(cc1OC)C(C(=O)N1CCN(c3ccccc3)CC1)C(c1cccs1)N(C)C2=O. Results: hERG_inhib (hERG inhibition (general)): blocker. (3) The drug is COc1ccc(/C=C/CN2CCN(Cc3ccccc3)C(CCO)C2)cc1. Results: hERG_inhib (hERG inhibition (general)): blocker.